Dataset: Reaction yield outcomes from USPTO patents with 853,638 reactions. Task: Predict the reaction yield, written as a fraction of the theoretical maximum amount of product (1.0 means a 100% yield; for example, 0.34 means a 34% yield). (1) The reactants are [CH3:1][S:2]([CH2:5][CH2:6][CH2:7][C:8](Cl)=[O:9])(=[O:4])=[O:3].[C:11]([O:15][C:16](=[O:44])[NH:17][C:18]([C:20]1[S:21][C:22]([S:42][CH3:43])=[C:23]([S:25]([C:28]2[CH:29]=[C:30]([C:34]3[C:39]([CH3:40])=[CH:38][CH:37]=[CH:36][C:35]=3[NH2:41])[CH:31]=[CH:32][CH:33]=2)(=[O:27])=[O:26])[CH:24]=1)=[NH:19])([CH3:14])([CH3:13])[CH3:12].C(N(CC)CC)C. The catalyst is ClCCl. The product is [C:11]([O:15][C:16](=[O:44])[NH:17][C:18](=[NH:19])[C:20]1[S:21][C:22]([S:42][CH3:43])=[C:23]([S:25]([C:28]2[CH:29]=[C:30]([C:34]3[C:39]([CH3:40])=[CH:38][CH:37]=[CH:36][C:35]=3[NH:41][C:8](=[O:9])[CH2:7][CH2:6][CH2:5][S:2]([CH3:1])(=[O:4])=[O:3])[CH:31]=[CH:32][CH:33]=2)(=[O:26])=[O:27])[CH:24]=1)([CH3:12])([CH3:14])[CH3:13]. The yield is 0.780. (2) The reactants are [NH2:1][C:2]1[CH:3]=[CH:4][CH:5]=[C:6]2[C:11]=1[N:10]=[CH:9][CH:8]=[CH:7]2.[Cl:12]N1C(=O)CCC1=O. The catalyst is CC(O)C. The product is [NH2:1][C:2]1[CH:3]=[CH:4][CH:5]=[C:6]2[C:11]=1[N:10]=[CH:9][CH:8]=[C:7]2[Cl:12]. The yield is 0.340. (3) The reactants are [C:1]1([C:7]2[CH:8]=[C:9]3[C:13](=[C:14]([C:16]([NH2:18])=[O:17])[CH:15]=2)[NH:12][CH:11]=[C:10]3[C:19]2[CH2:20][CH2:21][N:22](CC3C=CC=CC=3)[CH2:23][CH:24]=2)[CH:6]=[CH:5][CH:4]=[CH:3][CH:2]=1.[H][H]. The catalyst is C(O)C.C(O)(=O)C.[OH-].[OH-].[Pd+2]. The product is [C:1]1([C:7]2[CH:8]=[C:9]3[C:13](=[C:14]([C:16]([NH2:18])=[O:17])[CH:15]=2)[NH:12][CH:11]=[C:10]3[CH:19]2[CH2:20][CH2:21][NH:22][CH2:23][CH2:24]2)[CH:2]=[CH:3][CH:4]=[CH:5][CH:6]=1. The yield is 0.700. (4) The reactants are C([O:5][C:6](=[O:39])[CH2:7][O:8][C:9]1[C:18]2[CH2:17][CH2:16][CH2:15][CH:14]([NH:19][S:20]([C:23]3[CH:28]=[C:27]([C:29]([F:32])([F:31])[F:30])[CH:26]=[C:25]([C:33]([F:36])([F:35])[F:34])[CH:24]=3)(=[O:22])=[O:21])[C:13]=2[CH:12]=[C:11]([Cl:37])[C:10]=1[F:38])(C)(C)C.[OH-].[Li+].CO. The catalyst is O1CCCC1. The product is [F:36][C:33]([F:34])([F:35])[C:25]1[CH:24]=[C:23]([S:20]([NH:19][CH:14]2[CH2:15][CH2:16][CH2:17][C:18]3[C:9]([O:8][CH2:7][C:6]([OH:39])=[O:5])=[C:10]([F:38])[C:11]([Cl:37])=[CH:12][C:13]2=3)(=[O:21])=[O:22])[CH:28]=[C:27]([C:29]([F:30])([F:31])[F:32])[CH:26]=1. The yield is 0.880.